Dataset: Forward reaction prediction with 1.9M reactions from USPTO patents (1976-2016). Task: Predict the product of the given reaction. (1) The product is: [Cl:13][C:14]1[CH:22]=[CH:21][C:17]([C:18]([C:6]2[N:2]([CH3:1])[C:3]([CH2:7][C:8]([O:10][CH2:11][CH3:12])=[O:9])=[CH:4][CH:5]=2)=[O:19])=[CH:16][CH:15]=1. Given the reactants [CH3:1][N:2]1[CH:6]=[CH:5][CH:4]=[C:3]1[CH2:7][C:8]([O:10][CH2:11][CH3:12])=[O:9].[Cl:13][C:14]1[CH:22]=[CH:21][C:17]([C:18](Cl)=[O:19])=[CH:16][CH:15]=1.[Cl-].[Al+3].[Cl-].[Cl-], predict the reaction product. (2) Given the reactants [F:1][C:2]1[CH:10]=[CH:9][C:5]([C:6]([OH:8])=[O:7])=[CH:4][CH:3]=1.[Cl-].[CH2:12](O)[C:13]1[CH:18]=[CH:17][CH:16]=[CH:15][CH:14]=1.C(N(C(C)C)CC)(C)C, predict the reaction product. The product is: [CH2:12]([O:7][C:6](=[O:8])[C:5]1[CH:9]=[CH:10][C:2]([F:1])=[CH:3][CH:4]=1)[C:13]1[CH:18]=[CH:17][CH:16]=[CH:15][CH:14]=1. (3) Given the reactants [Cl:1][C:2]1[CH:10]=[C:9]([C:11]2[CH:12]=[N:13][N:14]([CH3:16])[CH:15]=2)[CH:8]=[C:7]2[C:3]=1[CH2:4][CH2:5][NH:6]2.Br[C:18]1[C:22]2[CH2:23][N:24]([C:27](=[O:29])[CH3:28])[CH2:25][CH2:26][C:21]=2[N:20]([CH:30]2[CH2:34][CH2:33][O:32][CH2:31]2)[N:19]=1.C(O[Na])(C)(C)C.COC(C)(C)C.C1(P(C2CCCCC2)C2C=CC=CC=2C2C(OC(C)C)=CC=CC=2OC(C)C)CCCCC1, predict the reaction product. The product is: [Cl:1][C:2]1[CH:10]=[C:9]([C:11]2[CH:12]=[N:13][N:14]([CH3:16])[CH:15]=2)[CH:8]=[C:7]2[C:3]=1[CH2:4][CH2:5][N:6]2[C:18]1[C:22]2[CH2:23][N:24]([C:27](=[O:29])[CH3:28])[CH2:25][CH2:26][C:21]=2[N:20]([CH:30]2[CH2:34][CH2:33][O:32][CH2:31]2)[N:19]=1. (4) The product is: [CH3:48][C:43]1[CH:44]=[CH:45][CH:46]=[CH:47][C:42]=1[C:22]1[CH:23]=[CH:24][CH:25]=[CH:26][CH:27]=1. Given the reactants [F-].[Cs+].[C:22]1([B-]([C:22]2[CH:27]=[CH:26][CH:25]=[CH:24][CH:23]=2)([C:22]2[CH:27]=[CH:26][CH:25]=[CH:24][CH:23]=2)[C:22]2[CH:27]=[CH:26][CH:25]=[CH:24][CH:23]=2)[CH:27]=[CH:26][CH:25]=[CH:24][CH:23]=1.C([PH+](C(C)(C)C)C(C)(C)C)(C)(C)C.Cl[C:42]1[CH:47]=[CH:46][CH:45]=[CH:44][C:43]=1[CH3:48].C([Sn](CCCC)(CCCC)C1C=CC=CC=1)CCC.[Cl-].[Na+], predict the reaction product. (5) Given the reactants [CH2:1]([C:4]1([C:20]2[CH:25]=[CH:24][CH:23]=[CH:22][CH:21]=2)[O:9][C:8](=[O:10])[N:7]([CH:11]2[CH2:13][CH:12]2[C:14]2[CH:19]=[CH:18][CH:17]=[CH:16][CH:15]=2)[CH2:6][CH2:5]1)[CH:2]=[CH2:3].B.C1C[O:30]CC1.[OH-].[Na+].OO.Cl, predict the reaction product. The product is: [OH:30][CH2:3][CH2:2][CH2:1][C:4]1([C:20]2[CH:21]=[CH:22][CH:23]=[CH:24][CH:25]=2)[O:9][C:8](=[O:10])[N:7]([CH:11]2[CH2:13][CH:12]2[C:14]2[CH:15]=[CH:16][CH:17]=[CH:18][CH:19]=2)[CH2:6][CH2:5]1. (6) Given the reactants [NH2:1][C:2]1[S:3][C@:4]2([C:19](=[O:21])[CH3:20])[C@H:6]([C@:7]([C:10]3[CH:15]=[C:14]([NH2:16])[CH:13]=[C:12]([F:17])[C:11]=3[F:18])([CH3:9])[N:8]=1)[CH2:5]2.[CH3:22][Mg]Br, predict the reaction product. The product is: [NH2:1][C:2]1[S:3][C@:4]2([C:19]([OH:21])([CH3:22])[CH3:20])[C@H:6]([C@:7]([C:10]3[CH:15]=[C:14]([NH2:16])[CH:13]=[C:12]([F:17])[C:11]=3[F:18])([CH3:9])[N:8]=1)[CH2:5]2. (7) Given the reactants [NH2:1][C:2]1[CH:23]=[CH:22][C:5]([O:6][C:7]2[C:12]([CH:13]3[CH2:18][CH2:17][N:16]([C:19](=[O:21])[CH3:20])[CH2:15][CH2:14]3)=[CH:11][CH:10]=[CH:9][N:8]=2)=[CH:4][CH:3]=1.Cl[C:25]1[CH:30]=[CH:29][C:28]([CH3:31])=[CH:27][N:26]=1.C1(P(C2CCCCC2)C2C=CC=CC=2C2C=CC=CC=2C)CCCCC1.CC(C)([O-])C.[Na+], predict the reaction product. The product is: [CH3:31][C:28]1[CH:29]=[CH:30][C:25]([NH:1][C:2]2[CH:3]=[CH:4][C:5]([O:6][C:7]3[C:12]([CH:13]4[CH2:18][CH2:17][N:16]([C:19](=[O:21])[CH3:20])[CH2:15][CH2:14]4)=[CH:11][CH:10]=[CH:9][N:8]=3)=[CH:22][CH:23]=2)=[N:26][CH:27]=1.